Dataset: Full USPTO retrosynthesis dataset with 1.9M reactions from patents (1976-2016). Task: Predict the reactants needed to synthesize the given product. Given the product [Br:1][C:2]1[CH:3]=[C:4]2[C:5](=[CH:6][C:7]=1[O:8][CH3:9])[CH:13]=[N:12][CH2:11][CH2:10]2, predict the reactants needed to synthesize it. The reactants are: [Br:1][C:2]1[CH:3]=[C:4]([CH2:10][CH2:11][NH:12][CH:13]=O)[CH:5]=[CH:6][C:7]=1[O:8][CH3:9].C(Cl)(=O)C(Cl)=O.Cl.